This data is from Catalyst prediction with 721,799 reactions and 888 catalyst types from USPTO. The task is: Predict which catalyst facilitates the given reaction. Reactant: [CH3:1][N:2]1[CH:6]=[CH:5][N:4]=[CH:3]1.[C:7](=[O:12])([O:10]C)[O:8][CH3:9].[C:13](=O)=O. Product: [CH3:9][O:8][C:7](=[O:10])[O-:12].[CH3:1][N+:2]1[CH:6]=[CH:5][N:4]([CH3:13])[CH:3]=1. The catalyst class is: 5.